This data is from Reaction yield outcomes from USPTO patents with 853,638 reactions. The task is: Predict the reaction yield, written as a fraction of the theoretical maximum amount of product (1.0 means a 100% yield; for example, 0.34 means a 34% yield). (1) The reactants are C([O-])([O-])=O.[Cs+].[Cs+].C(C1CCCCC1=O)(=O)C.[NH2:17][CH2:18][CH:19]1[CH2:23][CH2:22][CH2:21][N:20]1C(OC(C)(C)C)=O.I[C:32]1[CH:37]=[CH:36][C:35]([C:38]2[CH:42]=[C:41]([C:43]3[C:44]([NH2:61])=[N:45][CH:46]=[C:47]([C:49]4[CH:54]=[CH:53][C:52]([S:55]([CH:58]([CH3:60])[CH3:59])(=[O:57])=[O:56])=[CH:51][CH:50]=4)[N:48]=3)[O:40][N:39]=2)=[CH:34][CH:33]=1.C(O)(C(F)(F)F)=O. The catalyst is CN(C=O)C.C(Cl)Cl.[Cu]I. The product is [CH:58]([S:55]([C:52]1[CH:51]=[CH:50][C:49]([C:47]2[N:48]=[C:43]([C:41]3[O:40][N:39]=[C:38]([C:35]4[CH:36]=[CH:37][C:32]([NH:17][CH2:18][CH:19]5[CH2:23][CH2:22][CH2:21][NH:20]5)=[CH:33][CH:34]=4)[CH:42]=3)[C:44]([NH2:61])=[N:45][CH:46]=2)=[CH:54][CH:53]=1)(=[O:56])=[O:57])([CH3:60])[CH3:59]. The yield is 0.150. (2) The reactants are [NH2:1][C@@H:2]1[CH2:7][CH2:6][CH2:5][C@H:4]([NH:8][C:9]2[C:10]([CH3:29])=[N:11][C:12]3[C:17]([N:18]=2)=[C:16]([C:19]2[NH:23][C:22]4[C@@H:24]([CH3:28])[NH:25][C:26](=[O:27])[C:21]=4[CH:20]=2)[CH:15]=[CH:14][CH:13]=3)[CH2:3]1.[CH3:30][S:31](Cl)(=[O:33])=[O:32].C(N(CC)CC)C. The catalyst is C(Cl)Cl. The product is [CH3:29][C:10]1[C:9]([NH:8][C@H:4]2[CH2:5][CH2:6][CH2:7][C@@H:2]([NH:1][S:31]([CH3:30])(=[O:33])=[O:32])[CH2:3]2)=[N:18][C:17]2[C:12]([N:11]=1)=[CH:13][CH:14]=[CH:15][C:16]=2[C:19]1[NH:23][C:22]2[C@@H:24]([CH3:28])[NH:25][C:26](=[O:27])[C:21]=2[CH:20]=1. The yield is 0.100. (3) The reactants are [N:1]([CH2:4][CH2:5][O:6][CH2:7][CH2:8][O:9][CH2:10][CH2:11][N:12]1[C:16](=[O:17])/[C:15](=[CH:18]/[C:19]2[CH:37]=[CH:36][C:22]([O:23][C:24]3[CH:31]=[CH:30][C:27]([C:28]#[N:29])=[CH:26][C:25]=3[C:32]([F:35])([F:34])[F:33])=[C:21]([O:38][CH3:39])[CH:20]=2)/[S:14][C:13]1=[O:40])=[N+]=[N-].C1(P(C2C=CC=CC=2)C2C=CC=CC=2)C=CC=CC=1. The product is [NH2:1][CH2:4][CH2:5][O:6][CH2:7][CH2:8][O:9][CH2:10][CH2:11][N:12]1[C:16](=[O:17])/[C:15](=[CH:18]/[C:19]2[CH:37]=[CH:36][C:22]([O:23][C:24]3[CH:31]=[CH:30][C:27]([C:28]#[N:29])=[CH:26][C:25]=3[C:32]([F:33])([F:35])[F:34])=[C:21]([O:38][CH3:39])[CH:20]=2)/[S:14][C:13]1=[O:40]. The catalyst is O.O1CCCC1. The yield is 0.0800. (4) The catalyst is C1COCC1.C([O-])(O)=O.[Na+]. The reactants are [OH:1][C:2]1[CH:34]=[CH:33][C:5]([O:6][C:7]2[N:12]=[C:11]([CH3:13])[C:10]([CH2:14][N:15]3[CH2:20][CH2:19][CH:18]([N:21]4[C@H:25]([C:26]5[CH:31]=[CH:30][CH:29]=[CH:28][CH:27]=5)[CH2:24][NH:23][C:22]4=[O:32])[CH2:17][CH2:16]3)=[CH:9][CH:8]=2)=[CH:4][CH:3]=1.[H-].[Na+].[C:37]([O:41][C:42](=[O:45])[CH2:43]Br)([CH3:40])([CH3:39])[CH3:38]. The yield is 0.360. The product is [C:37]([O:41][C:42](=[O:45])[CH2:43][O:1][C:2]1[CH:3]=[CH:4][C:5]([O:6][C:7]2[CH:8]=[CH:9][C:10]([CH2:14][N:15]3[CH2:16][CH2:17][CH:18]([N:21]4[C@H:25]([C:26]5[CH:27]=[CH:28][CH:29]=[CH:30][CH:31]=5)[CH2:24][NH:23][C:22]4=[O:32])[CH2:19][CH2:20]3)=[C:11]([CH3:13])[N:12]=2)=[CH:33][CH:34]=1)([CH3:40])([CH3:39])[CH3:38]. (5) The reactants are [Cl:1][C:2]1[CH:3]=[CH:4][C:5]([F:19])=[C:6]([C:8]2[N:13]=[C:12](I)[C:11]3[CH:15]([CH3:18])[CH2:16][CH2:17][C:10]=3[N:9]=2)[CH:7]=1.[NH2:20][C:21]1[CH:26]=[CH:25][N:24]=[CH:23][C:22]=1[CH3:27].C([O-])([O-])=O.[Cs+].[Cs+]. The catalyst is O1CCOCC1.CC([O-])=O.CC([O-])=O.[Pd+2].C1C=CC(P(C2C(C3C(P(C4C=CC=CC=4)C4C=CC=CC=4)=CC=C4C=3C=CC=C4)=C3C(C=CC=C3)=CC=2)C2C=CC=CC=2)=CC=1. The product is [Cl:1][C:2]1[CH:3]=[CH:4][C:5]([F:19])=[C:6]([C:8]2[N:13]=[C:12]([NH:20][C:21]3[CH:26]=[CH:25][N:24]=[CH:23][C:22]=3[CH3:27])[C:11]3[CH:15]([CH3:18])[CH2:16][CH2:17][C:10]=3[N:9]=2)[CH:7]=1. The yield is 0.960. (6) The reactants are [NH2:1][CH2:2][CH2:3][CH2:4][N:5]([C@@H:15]([C:19]1[N:28]([CH2:29][C:30]2[CH:35]=[CH:34][CH:33]=[CH:32][CH:31]=2)[C:27](=[O:36])[C:26]2[C:21](=[CH:22][C:23]([Cl:37])=[CH:24][CH:25]=2)[N:20]=1)[CH:16]([CH3:18])[CH3:17])[C:6](=[O:14])[C:7]1[CH:12]=[CH:11][C:10]([CH3:13])=[CH:9][CH:8]=1.C(OC(=O)NCCCN(C(C1N(CC2C=CC=CC=2)C(=O)C2C(=CC(Cl)=CC=2)N=1)C(C)C)C(=O)C1C=CC(C)=CC=1)(C)(C)C.[CH3:82][S:83]([OH:86])(=[O:85])=[O:84]. The catalyst is CC(OC)(C)C. The product is [S:83]([OH:86])(=[O:85])(=[O:84])[CH3:82].[NH2:1][CH2:2][CH2:3][CH2:4][N:5]([C@@H:15]([C:19]1[N:28]([CH2:29][C:30]2[CH:31]=[CH:32][CH:33]=[CH:34][CH:35]=2)[C:27](=[O:36])[C:26]2[C:21](=[CH:22][C:23]([Cl:37])=[CH:24][CH:25]=2)[N:20]=1)[CH:16]([CH3:17])[CH3:18])[C:6](=[O:14])[C:7]1[CH:8]=[CH:9][C:10]([CH3:13])=[CH:11][CH:12]=1. The yield is 0.860. (7) The catalyst is O.CN(C=O)C. The yield is 0.650. The product is [Cl:36][C:37]1[CH:38]=[C:39]2[C:43](=[CH:44][CH:45]=1)[N:42]([CH2:46][C:47]([O:49][C:50]([CH3:53])([CH3:52])[CH3:51])=[O:48])[C:41]([CH3:54])=[C:40]2[C:55]1[C:64]2[C:59](=[CH:60][CH:61]=[CH:62][CH:63]=2)[C:58](=[O:65])[N:57]([CH2:69][C:68]2[CH:71]=[C:72]([F:75])[CH:73]=[CH:74][C:67]=2[F:66])[N:56]=1. The reactants are ClC1C=C2C(=CC=1)N(CC(O)=O)C(C)=C2C1C2C(=CC=CC=2)C(=O)N(CC2C=CC(Cl)=C(F)C=2)N=1.[Cl:36][C:37]1[CH:38]=[C:39]2[C:43](=[CH:44][CH:45]=1)[N:42]([CH2:46][C:47]([O:49][C:50]([CH3:53])([CH3:52])[CH3:51])=[O:48])[C:41]([CH3:54])=[C:40]2[C:55]1[C:64]2[C:59](=[CH:60][CH:61]=[CH:62][CH:63]=2)[C:58](=[O:65])[NH:57][N:56]=1.[F:66][C:67]1[CH:74]=[CH:73][C:72]([F:75])=[CH:71][C:68]=1[CH2:69]Br.C(=O)([O-])[O-].[K+].[K+].